Task: Predict the reactants needed to synthesize the given product.. Dataset: Full USPTO retrosynthesis dataset with 1.9M reactions from patents (1976-2016) (1) Given the product [CH3:11][O:10][C:8](=[O:9])[C:7]1[CH:6]=[CH:5][C:4]([NH:3][C:18]2[N:23]=[C:22]([C:24]3[N:28]([C:29]4[CH:34]=[CH:33][CH:32]=[CH:31][CH:30]=4)[N:27]=[CH:26][CH:25]=3)[CH:21]=[CH:20][N:19]=2)=[CH:13][CH:12]=1, predict the reactants needed to synthesize it. The reactants are: [H-].[Na+].[NH2:3][C:4]1[CH:13]=[CH:12][C:7]([C:8]([O:10][CH3:11])=[O:9])=[CH:6][CH:5]=1.CS([C:18]1[N:23]=[C:22]([C:24]2[N:28]([C:29]3[CH:34]=[CH:33][CH:32]=[CH:31][CH:30]=3)[N:27]=[CH:26][CH:25]=2)[CH:21]=[CH:20][N:19]=1)(=O)=O. (2) Given the product [CH3:1][O:2][C:3]1[CH:4]=[C:5]2[C:9](=[CH:10][CH:11]=1)[C:8](=[O:12])[C:7](=[CH:24][C:23]1[C:19]([C:13]3[CH:18]=[CH:17][CH:16]=[CH:15][CH:14]=3)=[N:20][O:21][C:22]=1[CH3:26])[CH2:6]2, predict the reactants needed to synthesize it. The reactants are: [CH3:1][O:2][C:3]1[CH:4]=[C:5]2[C:9](=[CH:10][CH:11]=1)[C:8](=[O:12])[CH2:7][CH2:6]2.[C:13]1([C:19]2[C:23]([CH:24]=O)=[C:22]([CH3:26])[O:21][N:20]=2)[CH:18]=[CH:17][CH:16]=[CH:15][CH:14]=1.[OH-].[Na+].